This data is from Reaction yield outcomes from USPTO patents with 853,638 reactions. The task is: Predict the reaction yield, written as a fraction of the theoretical maximum amount of product (1.0 means a 100% yield; for example, 0.34 means a 34% yield). (1) The reactants are [Br:1][C:2]1[CH:3]=[C:4]([C:9]([C:11]2[CH:12]=[N:13][CH:14]=[CH:15][CH:16]=2)=[O:10])[CH:5]=[C:6](Br)[CH:7]=1.B1(B2OC(C)(C)C(C)(C)O2)OC(C)(C)C(C)(C)[O:18]1.C([O-])(=O)C.[K+].OOS([O-])=O.[K+]. The catalyst is C1C=CC(P(C2C=CC=CC=2)[C-]2C=CC=C2)=CC=1.C1C=CC(P(C2C=CC=CC=2)[C-]2C=CC=C2)=CC=1.Cl[Pd]Cl.[Fe+2].CS(C)=O.C(Cl)Cl. The product is [Br:1][C:2]1[CH:3]=[C:4]([C:9]([C:11]2[CH:12]=[N:13][CH:14]=[CH:15][CH:16]=2)=[O:10])[CH:5]=[C:6]([OH:18])[CH:7]=1. The yield is 0.570. (2) The reactants are O.[O:2]=[CH:3][C@@H:4]([C@H:6]([C@@H:8]([C@@H:10]([CH2:12][OH:13])[OH:11])[OH:9])[OH:7])[OH:5].[C:14]([O-:26])(=[O:25])[CH2:15][C:16]([CH2:21][C:22]([O-:24])=[O:23])([C:18]([O-:20])=[O:19])[OH:17].[NH4+:27].[NH4+].[NH4+]. No catalyst specified. The product is [C:14]([O-:26])(=[O:25])[CH2:15][C:16]([CH2:21][C:22]([O-:24])=[O:23])([C:18]([O-:20])=[O:19])[OH:17].[NH4+:27].[NH4+:27].[NH4+:27].[O:2]=[CH:3][C@@H:4]([C@H:6]([C@@H:8]([C@@H:10]([CH2:12][OH:13])[OH:11])[OH:9])[OH:7])[OH:5]. The yield is 0.0800. (3) The product is [CH2:1]([O:3][C:4]([C:6]1[C:7]([CH3:19])=[C:8]([C:12]([OH:14])=[O:13])[NH:9][C:10]=1[CH3:11])=[O:5])[CH3:2]. The reactants are [CH2:1]([O:3][C:4]([C:6]1[C:7]([CH3:19])=[C:8]([C:12]([O:14]C(C)(C)C)=[O:13])[NH:9][C:10]=1[CH3:11])=[O:5])[CH3:2].FC(F)(F)C(O)=O. The yield is 0.865. The catalyst is O.